This data is from Forward reaction prediction with 1.9M reactions from USPTO patents (1976-2016). The task is: Predict the product of the given reaction. (1) Given the reactants C(N1CCN(C2SC(C(O)=O)=C(C)N=2)C1=O)C1C=CC=CC=1.[CH3:23][C:24]1[N:25]=[C:26]([N:32]2[CH2:36][CH2:35][N:34]([CH2:37][CH2:38][CH2:39][C:40]3[CH:45]=[CH:44][CH:43]=[CH:42][CH:41]=3)[C:33]2=[O:46])[S:27][C:28]=1[C:29]([OH:31])=O.[NH2:47][CH2:48][C:49]1[CH:50]=[N:51][CH:52]=[CH:53][CH:54]=1, predict the reaction product. The product is: [CH3:23][C:24]1[N:25]=[C:26]([N:32]2[CH2:36][CH2:35][N:34]([CH2:37][CH2:38][CH2:39][C:40]3[CH:45]=[CH:44][CH:43]=[CH:42][CH:41]=3)[C:33]2=[O:46])[S:27][C:28]=1[C:29]([NH:47][CH2:48][C:49]1[CH:50]=[N:51][CH:52]=[CH:53][CH:54]=1)=[O:31]. (2) Given the reactants [Br:1]N1C(=O)CCC1=O.[O:9]=[C:10]1[C@@H:16]([NH:17][C:18](=[O:24])[O:19][C:20]([CH3:23])([CH3:22])[CH3:21])[CH2:15][CH2:14][C:13]2[CH:25]=[CH:26][CH:27]=[CH:28][C:12]=2[NH:11]1, predict the reaction product. The product is: [Br:1][C:26]1[CH:27]=[CH:28][C:12]2[NH:11][C:10](=[O:9])[C@@H:16]([NH:17][C:18](=[O:24])[O:19][C:20]([CH3:22])([CH3:23])[CH3:21])[CH2:15][CH2:14][C:13]=2[CH:25]=1. (3) Given the reactants [Cl:1][C:2]1[CH:3]=[C:4]([CH2:17][N:18]2[C:22]([CH3:23])=[CH:21][C:20]([C:24]([NH:26][C:27]3[CH:32]=[CH:31][C:30]([CH:33]=C)=[CH:29][N:28]=3)=[O:25])=[N:19]2)[C:5]2[O:9][C:8]([C:10]3[CH:15]=[CH:14][CH:13]=[CH:12][CH:11]=3)=[CH:7][C:6]=2[CH:16]=1.C1C[O:38]CC1, predict the reaction product. The product is: [Cl:1][C:2]1[CH:3]=[C:4]([CH2:17][N:18]2[C:22]([CH3:23])=[CH:21][C:20]([C:24]([NH:26][C:27]3[CH:32]=[CH:31][C:30]([CH:33]=[O:38])=[CH:29][N:28]=3)=[O:25])=[N:19]2)[C:5]2[O:9][C:8]([C:10]3[CH:15]=[CH:14][CH:13]=[CH:12][CH:11]=3)=[CH:7][C:6]=2[CH:16]=1. (4) Given the reactants [CH3:1][C:2]1([CH3:39])[C:4]2([CH2:7][CH2:6][CH2:5]2)[C@:3]21[CH2:11][C@@H:10]([C:12](=[O:31])[NH:13][C@:14]1([C:19](=[O:30])[NH:20][S:21]([C:24]3([CH2:27][CH2:28][CH3:29])[CH2:26][CH2:25]3)(=[O:23])=[O:22])[CH2:16][C@H:15]1[CH:17]=[CH2:18])[N:9](C(OC(C)(C)C)=O)[CH2:8]2.Cl, predict the reaction product. The product is: [CH3:39][C:2]1([CH3:1])[C:4]2([CH2:5][CH2:6][CH2:7]2)[C@:3]21[CH2:11][C@@H:10]([C:12]([NH:13][C@:14]1([C:19](=[O:30])[NH:20][S:21]([C:24]3([CH2:27][CH2:28][CH3:29])[CH2:25][CH2:26]3)(=[O:23])=[O:22])[CH2:16][C@H:15]1[CH:17]=[CH2:18])=[O:31])[NH:9][CH2:8]2. (5) Given the reactants [NH2:1][C:2]1[CH:3]=[C:4]2[C:20](=[O:21])[NH:19][N:18]=[CH:17][C:6]3=[C:7]([C:11]4[CH:16]=[CH:15][CH:14]=[CH:13][CH:12]=4)[NH:8][C:9]([CH:10]=1)=[C:5]23.[OH:22][C@H:23]([C:27]1[CH:32]=[CH:31][CH:30]=[CH:29][CH:28]=1)[C:24](O)=[O:25].C(N(CC)CC)C.F[P-](F)(F)(F)(F)F.N1(OC(N(C)C)=[N+](C)C)C2N=CC=CC=2N=N1, predict the reaction product. The product is: [OH:22][C@H:23]([C:27]1[CH:32]=[CH:31][CH:30]=[CH:29][CH:28]=1)[C:24]([NH:1][C:2]1[CH:3]=[C:4]2[C:20](=[O:21])[NH:19][N:18]=[CH:17][C:6]3=[C:7]([C:11]4[CH:12]=[CH:13][CH:14]=[CH:15][CH:16]=4)[NH:8][C:9]([CH:10]=1)=[C:5]23)=[O:25]. (6) Given the reactants [C:1]([O:5][C:6](=[O:12])[NH:7][C@H:8]([CH3:11])[CH:9]=O)([CH3:4])([CH3:3])[CH3:2].C1(P(=[CH:32][C:33]#[N:34])(C2C=CC=CC=2)C2C=CC=CC=2)C=CC=CC=1, predict the reaction product. The product is: [C:1]([O:5][C:6](=[O:12])[NH:7][C@H:8]([CH3:11])[CH:9]=[CH:32][C:33]#[N:34])([CH3:4])([CH3:3])[CH3:2]. (7) Given the reactants Cl[C:2]1[NH:3][C:4]2[CH:10]=[CH:9][CH:8]=[CH:7][C:5]=2[N:6]=1.[NH:11]1[CH2:16][CH2:15][CH:14]([C:17]([OH:30])([C:24]2[CH:29]=[CH:28][CH:27]=[CH:26][CH:25]=2)[C:18]2[CH:23]=[CH:22][CH:21]=[CH:20][CH:19]=2)[CH2:13][CH2:12]1, predict the reaction product. The product is: [NH:6]1[C:5]2[CH:7]=[CH:8][CH:9]=[CH:10][C:4]=2[N:3]=[C:2]1[N:11]1[CH2:12][CH2:13][CH:14]([C:17]([C:24]2[CH:29]=[CH:28][CH:27]=[CH:26][CH:25]=2)([C:18]2[CH:19]=[CH:20][CH:21]=[CH:22][CH:23]=2)[OH:30])[CH2:15][CH2:16]1. (8) Given the reactants [CH2:1]([N:8]1[C:16]2[C:11](=[C:12]([O:17]CC3C=CC=CC=3)[CH:13]=[CH:14][CH:15]=2)[CH:10]=[C:9]1[CH3:25])[C:2]1[CH:7]=[CH:6][CH:5]=[CH:4][CH:3]=1, predict the reaction product. The product is: [CH2:1]([N:8]1[C:16]2[CH:15]=[CH:14][CH:13]=[C:12]([OH:17])[C:11]=2[CH:10]=[C:9]1[CH3:25])[C:2]1[CH:3]=[CH:4][CH:5]=[CH:6][CH:7]=1.